Predict the reaction yield, written as a fraction of the theoretical maximum amount of product (1.0 means a 100% yield; for example, 0.34 means a 34% yield). From a dataset of Reaction yield outcomes from USPTO patents with 853,638 reactions. (1) The product is [CH2:1]([C:3]1[CH:8]=[CH:7][C:6]([NH:9][C:10]2[C:21]([F:22])=[C:20]([F:23])[CH:19]=[CH:18][C:11]=2[C:12](=[O:13])[CH2:28][CH2:27][CH:26]=[CH2:25])=[C:5]([F:24])[CH:4]=1)[CH3:2]. The catalyst is C1COCC1. The yield is 0.700. The reactants are [CH2:1]([C:3]1[CH:8]=[CH:7][C:6]([NH:9][C:10]2[C:21]([F:22])=[C:20]([F:23])[CH:19]=[CH:18][C:11]=2[C:12](N(OC)C)=[O:13])=[C:5]([F:24])[CH:4]=1)[CH3:2].[CH2:25]([Mg]Cl)[CH2:26][CH:27]=[CH2:28].O. (2) The reactants are [F:1][C:2]1[C:3]([C:9]([OH:11])=[O:10])=[N:4][CH:5]=[C:6]([F:8])[CH:7]=1.Cl.[CH3:13]O. The catalyst is O1CCOCC1. The product is [CH3:13][O:10][C:9]([C:3]1[C:2]([F:1])=[CH:7][C:6]([F:8])=[CH:5][N:4]=1)=[O:11]. The yield is 0.860. (3) The product is [O:1]1[CH2:6][CH2:5][CH2:4][CH2:3][CH:2]1[O:7][CH:8]1[CH2:13][NH:12][C:11](=[O:14])[N:10]2[C:15]3[N:21]=[CH:20][CH:19]=[C:18]([O:25][CH3:23])[C:16]=3[CH:17]=[C:9]12. The yield is 0.630. The catalyst is C(Cl)Cl. The reactants are [O:1]1[CH2:6][CH2:5][CH2:4][CH2:3][CH:2]1[O:7][CH:8]1[CH2:13][NH:12][C:11](=[O:14])[N:10]2[C:15]3[N:21]=[CH:20][CH:19]=[CH:18][C:16]=3[CH:17]=[C:9]12.Cl[C:23](Cl)([O:25]C(=O)OC(Cl)(Cl)Cl)Cl.NCC(C1NC2C(C=1)=C(OC)C=CN=2)OC1CCCCO1.CCN(C(C)C)C(C)C. (4) The reactants are [Br:1][C:2]1[CH:3]=[C:4]([CH:17]=[CH:18][CH:19]=1)[NH:5][C:6]1[C:7]2[N:15]=[C:14](F)[CH:13]=[CH:12][C:8]=2[N:9]=[CH:10][N:11]=1.[CH3:20][O-:21].[Na+]. The catalyst is CO. The product is [Br:1][C:2]1[CH:3]=[C:4]([NH:5][C:6]2[C:7]3[N:15]=[C:14]([O:21][CH3:20])[CH:13]=[CH:12][C:8]=3[N:9]=[CH:10][N:11]=2)[CH:17]=[CH:18][CH:19]=1. The yield is 0.820. (5) The reactants are Br[C:2]1[CH:3]=[C:4]([CH:24]=[CH:25][CH:26]=1)[CH2:5][N:6]([CH2:19][C:20]([F:23])([F:22])[F:21])[C:7]1[CH:14]=[CH:13][C:10]([C:11]#[N:12])=[C:9]([C:15]([F:18])([F:17])[F:16])[CH:8]=1.[C:27]1(B(O)O)[CH:32]=[CH:31][CH:30]=[CH:29][CH:28]=1.C([O-])(O)=O.[Na+].O. The catalyst is CN(C=O)C.[Pd]. The product is [C:2]1([C:27]2[CH:32]=[CH:31][CH:30]=[CH:29][CH:28]=2)[CH:26]=[CH:25][CH:24]=[C:4]([CH2:5][N:6]([CH2:19][C:20]([F:23])([F:22])[F:21])[C:7]2[CH:14]=[CH:13][C:10]([C:11]#[N:12])=[C:9]([C:15]([F:18])([F:17])[F:16])[CH:8]=2)[CH:3]=1. The yield is 0.900. (6) The catalyst is C1COCC1. The product is [OH:3][CH2:4][CH2:5][O:6][C:7]1[CH:8]=[C:9]([C:13]([CH2:29][CH2:30][CH3:31])=[C:14]([C:15]2[CH:16]=[CH:17][C:18]([OH:21])=[CH:19][CH:20]=2)[C:22]2[CH:27]=[CH:26][C:25]([OH:28])=[CH:24][CH:23]=2)[CH:10]=[CH:11][CH:12]=1. The reactants are C([O:3][C:4](=O)[CH2:5][O:6][C:7]1[CH:12]=[CH:11][CH:10]=[C:9]([C:13]([CH2:29][CH2:30][CH3:31])=[C:14]([C:22]2[CH:27]=[CH:26][C:25]([OH:28])=[CH:24][CH:23]=2)[C:15]2[CH:20]=[CH:19][C:18]([OH:21])=[CH:17][CH:16]=2)[CH:8]=1)C.[H-].[H-].[H-].[H-].[Li+].[Al+3]. The yield is 0.760. (7) The reactants are [O:1]=[C:2]1[C:7]([CH2:8][C:9]2[CH:14]=[CH:13][C:12]([C:15]3[C:16]([C:21]#[N:22])=[CH:17][CH:18]=[CH:19][CH:20]=3)=[CH:11][CH:10]=2)=[C:6]([CH2:23][CH2:24][CH3:25])[N:5]2[N:26]=[CH:27][N:28]=[C:4]2[N:3]1[CH:29]1[CH2:34][CH2:33][C:32](=[O:35])[CH2:31][CH2:30]1.[O:36]1[CH2:40][CH:39](O)[CH:38]([OH:42])[CH2:37]1.O.C1(C)C=CC(S(O)(=O)=O)=CC=1. The catalyst is C1(C)C=CC=CC=1. The product is [O:1]=[C:2]1[C:7]([CH2:8][C:9]2[CH:10]=[CH:11][C:12]([C:15]3[C:16]([C:21]#[N:22])=[CH:17][CH:18]=[CH:19][CH:20]=3)=[CH:13][CH:14]=2)=[C:6]([CH2:23][CH2:24][CH3:25])[N:5]2[N:26]=[CH:27][N:28]=[C:4]2[N:3]1[CH:29]1[CH2:30][CH2:31][C:32]2([O:42][C@H:38]3[CH2:37][O:36][CH2:40][C@H:39]3[O:35]2)[CH2:33][CH2:34]1. The yield is 0.900. (8) The reactants are [Cl:1][C:2]1[C:3]([CH3:29])=[C:4]([NH:10][C@H:11]([C@@H:26]([OH:28])[CH3:27])[C:12]([NH:14][NH:15][C:16](=[O:25])[C:17]2[CH:22]=[CH:21][C:20]([C:23]#[N:24])=[CH:19][CH:18]=2)=[O:13])[CH:5]=[CH:6][C:7]=1[C:8]#[N:9].[CH3:30][C:31]([Si:34](Cl)([CH3:36])[CH3:35])([CH3:33])[CH3:32].N1C=CN=C1. No catalyst specified. The product is [Si:34]([O:28][C@@H:26]([CH3:27])[C@@H:11]([NH:10][C:4]1[CH:5]=[CH:6][C:7]([C:8]#[N:9])=[C:2]([Cl:1])[C:3]=1[CH3:29])[C:12]([NH:14][NH:15][C:16](=[O:25])[C:17]1[CH:22]=[CH:21][C:20]([C:23]#[N:24])=[CH:19][CH:18]=1)=[O:13])([C:31]([CH3:33])([CH3:32])[CH3:30])([CH3:36])[CH3:35]. The yield is 0.840.